From a dataset of Reaction yield outcomes from USPTO patents with 853,638 reactions. Predict the reaction yield, written as a fraction of the theoretical maximum amount of product (1.0 means a 100% yield; for example, 0.34 means a 34% yield). (1) The reactants are [OH:1][C:2]([C:26]1[CH:27]=[N:28][CH:29]=[CH:30][CH:31]=1)=[CH:3][C:4]1[N:13]2[CH2:14][CH2:15][N:16]=[C:12]2[C:11]2[CH:10]=[CH:9][C:8]([O:17][CH2:18][CH2:19][CH2:20][C:21]([OH:23])=[O:22])=[C:7]([O:24][CH3:25])[C:6]=2[N:5]=1.[ClH:32]. The catalyst is O1CCOCC1.C(OCC)C. The product is [ClH:32].[OH:1][C:2]([C:26]1[CH:27]=[N:28][CH:29]=[CH:30][CH:31]=1)=[CH:3][C:4]1[N:13]2[CH2:14][CH2:15][N:16]=[C:12]2[C:11]2[CH:10]=[CH:9][C:8]([O:17][CH2:18][CH2:19][CH2:20][C:21]([OH:23])=[O:22])=[C:7]([O:24][CH3:25])[C:6]=2[N:5]=1. The yield is 0.920. (2) The reactants are [NH2:1][C:2]1[CH:3]=[C:4]([CH:7]=[CH:8][CH:9]=1)[C:5]#[N:6].[F:10][C:11]([F:24])([O:15][C:16]1[CH:17]=[C:18]([CH:21]=[CH:22][CH:23]=1)[CH:19]=O)[CH:12]([F:14])[F:13].C(O)(=O)C.[BH-](OC(C)=O)(OC(C)=O)OC(C)=O.[Na+]. The catalyst is ClC(Cl)C. The product is [F:10][C:11]([F:24])([O:15][C:16]1[CH:17]=[C:18]([CH2:19][NH:1][C:2]2[CH:3]=[C:4]([CH:7]=[CH:8][CH:9]=2)[C:5]#[N:6])[CH:21]=[CH:22][CH:23]=1)[CH:12]([F:13])[F:14]. The yield is 0.540.